Dataset: CYP2D6 inhibition data for predicting drug metabolism from PubChem BioAssay. Task: Regression/Classification. Given a drug SMILES string, predict its absorption, distribution, metabolism, or excretion properties. Task type varies by dataset: regression for continuous measurements (e.g., permeability, clearance, half-life) or binary classification for categorical outcomes (e.g., BBB penetration, CYP inhibition). Dataset: cyp2d6_veith. (1) The compound is CP(=O)(Nc1ccc(Cl)cc1)Oc1ccc(F)cc1. The result is 0 (non-inhibitor). (2) The drug is CCCCC(=O)Nc1nnc(SCC(=O)NC2CCCC2)s1. The result is 0 (non-inhibitor). (3) The molecule is COc1ccc(N2CCc3c(C)nc4c(OC)cc(OC)cc4c32)c(OC)c1. The result is 1 (inhibitor). (4) The drug is N#CCCn1cc(/C=N/O)c(-c2ccc(Cl)cc2)n1. The result is 0 (non-inhibitor).